From a dataset of Reaction yield outcomes from USPTO patents with 853,638 reactions. Predict the reaction yield, written as a fraction of the theoretical maximum amount of product (1.0 means a 100% yield; for example, 0.34 means a 34% yield). (1) No catalyst specified. The yield is 0.590. The reactants are COC[N:4]1[C:8]2[CH:9]=[CH:10][C:11]([CH:13]([C:15]3[S:16][CH:17]=[C:18]([C:20]4[N:21]=[N:22][CH:23]=[CH:24][CH:25]=4)[N:19]=3)[CH3:14])=[CH:12][C:7]=2[S:6][C:5]1=[O:26].FC(F)(F)C(O)=O. The product is [N:22]1[CH:23]=[CH:24][CH:25]=[C:20]([C:18]2[N:19]=[C:15]([CH:13]([C:11]3[CH:10]=[CH:9][C:8]4[NH:4][C:5](=[O:26])[S:6][C:7]=4[CH:12]=3)[CH3:14])[S:16][CH:17]=2)[N:21]=1. (2) The reactants are [Cl:1][C:2]1[CH:7]=[C:6]([C:8]([C:14]2[CH:19]=[CH:18][C:17]([Cl:20])=[CH:16][CH:15]=2)([F:13])[C:9]([F:12])([F:11])[F:10])[CH:5]=[C:4]([Cl:21])[C:3]=1[NH2:22].C(N(CC)CC)C.[C:30]([C:32]1[CH:40]=[CH:39][C:35]([C:36](O)=[O:37])=[CH:34][C:33]=1[N+:41]([O-:43])=[O:42])#[N:31].O=C1N([ClH]P([ClH]N2CCOC2=O)=O)CCO1. The catalyst is ClCCCl. The product is [C:30]([C:32]1[CH:40]=[CH:39][C:35]([C:36]([NH:22][C:3]2[C:2]([Cl:1])=[CH:7][C:6]([C:8]([C:14]3[CH:15]=[CH:16][C:17]([Cl:20])=[CH:18][CH:19]=3)([F:13])[C:9]([F:12])([F:10])[F:11])=[CH:5][C:4]=2[Cl:21])=[O:37])=[CH:34][C:33]=1[N+:41]([O-:43])=[O:42])#[N:31]. The yield is 0.620. (3) The reactants are C(OC(=O)[NH:10][CH2:11][C:12]1[O:13][C:14]([C:17]2[CH:22]=[CH:21][CH:20]=[C:19]([NH:23][C:24]([N:26]3[C@@H:32]4[CH2:33][N:29]([CH2:30][CH2:31]4)[C:28]4[CH:34]=[CH:35][C:36]([C:38]5[CH:43]=[CH:42][CH:41]=[C:40]([C:44]([F:47])([F:46])[F:45])[CH:39]=5)=[N:37][C:27]3=4)=[O:25])[CH:18]=2)=[CH:15][N:16]=1)C1C=CC=CC=1. The catalyst is C(OC(=O)C)C. The product is [NH2:10][CH2:11][C:12]1[O:13][C:14]([C:17]2[CH:18]=[C:19]([NH:23][C:24]([N:26]3[C@@H:32]4[CH2:33][N:29]([CH2:30][CH2:31]4)[C:28]4[CH:34]=[CH:35][C:36]([C:38]5[CH:43]=[CH:42][CH:41]=[C:40]([C:44]([F:47])([F:46])[F:45])[CH:39]=5)=[N:37][C:27]3=4)=[O:25])[CH:20]=[CH:21][CH:22]=2)=[CH:15][N:16]=1. The yield is 1.00. (4) The reactants are [C:1]([NH:8][CH2:9][CH2:10][CH2:11][OH:12])([O:3][C:4]([CH3:7])([CH3:6])[CH3:5])=[O:2].CC(OI1(OC(C)=O)(OC(C)=O)OC(=O)C2C=CC=CC1=2)=O.[O-]S([O-])(=S)=O.[Na+].[Na+]. The catalyst is O.CCOCC.C([O-])(O)=O.[Na+]. The product is [C:1]([NH:8][CH2:9][CH2:10][CH:11]=[O:12])([O:3][C:4]([CH3:5])([CH3:6])[CH3:7])=[O:2]. The yield is 0.856. (5) The reactants are [C:1]([O:5][C:6](=[O:45])[NH:7][C:8]([C:24]1[CH:33]=[CH:32][C:31]2[C:26](=[CH:27][CH:28]=[C:29]([O:34][C@H:35]3[CH2:40][CH2:39][C@H:38]([C:41]([CH3:44])([CH3:43])[CH3:42])[CH2:37][CH2:36]3)[CH:30]=2)[N:25]=1)([CH3:23])[CH2:9][O:10][P:11]([O:18][C:19]([CH3:22])([CH3:21])[CH3:20])([O:13][C:14]([CH3:17])([CH3:16])[CH3:15])=[O:12])([CH3:4])([CH3:3])[CH3:2].C(OC(=O)NC(C1C=CC2C(=CC=C(O[C@H]3CC[C@H](C(C)(C)C)CC3)C=2[C:67]([F:70])([F:69])[F:68])N=1)(C)CO)(C)(C)C. No catalyst specified. The product is [C:1]([O:5][C:6](=[O:45])[NH:7][C:8]([C:24]1[CH:33]=[CH:32][C:31]2[C:26](=[CH:27][CH:28]=[C:29]([O:34][C@H:35]3[CH2:36][CH2:37][C@H:38]([C:41]([CH3:44])([CH3:43])[CH3:42])[CH2:39][CH2:40]3)[C:30]=2[C:67]([F:70])([F:69])[F:68])[N:25]=1)([CH3:23])[CH2:9][O:10][P:11]([O:13][C:14]([CH3:15])([CH3:16])[CH3:17])([O:18][C:19]([CH3:22])([CH3:21])[CH3:20])=[O:12])([CH3:2])([CH3:3])[CH3:4]. The yield is 0.680.